This data is from Peptide-MHC class II binding affinity with 134,281 pairs from IEDB. The task is: Regression. Given a peptide amino acid sequence and an MHC pseudo amino acid sequence, predict their binding affinity value. This is MHC class II binding data. (1) The binding affinity (normalized) is 0.153. The MHC is HLA-DPA10201-DPB10101 with pseudo-sequence HLA-DPA10201-DPB10101. The peptide sequence is EDLVRAYHAMSSTHE. (2) The peptide sequence is GGRSLTDLLRALGAQ. The MHC is DRB1_1302 with pseudo-sequence DRB1_1302. The binding affinity (normalized) is 0.171. (3) The peptide sequence is PQLTKNAGVLTCSLS. The MHC is DRB1_1302 with pseudo-sequence DRB1_1302. The binding affinity (normalized) is 0.852. (4) The peptide sequence is RNITGTSSTPEAVSL. The MHC is HLA-DQA10201-DQB10202 with pseudo-sequence HLA-DQA10201-DQB10202. The binding affinity (normalized) is 0.172. (5) The peptide sequence is SVRIRVRSGGHDYEG. The MHC is HLA-DQA10101-DQB10501 with pseudo-sequence HLA-DQA10101-DQB10501. The binding affinity (normalized) is 0.204. (6) The peptide sequence is KISVQYNLSHSYAVD. The MHC is DRB1_0401 with pseudo-sequence DRB1_0401. The binding affinity (normalized) is 0.727. (7) The peptide sequence is AFRLDGDNLFPKV. The MHC is HLA-DQA10501-DQB10201 with pseudo-sequence HLA-DQA10501-DQB10201. The binding affinity (normalized) is 0.692. (8) The peptide sequence is RMAMTDTTPFGQQRV. The MHC is DRB1_0802 with pseudo-sequence DRB1_0802. The binding affinity (normalized) is 0.334. (9) The peptide sequence is KANWIEIMRIKKLTI. The MHC is HLA-DPA10201-DPB10501 with pseudo-sequence HLA-DPA10201-DPB10501. The binding affinity (normalized) is 0.429. (10) The MHC is DRB4_0101 with pseudo-sequence DRB4_0103. The peptide sequence is QMKDCTERQANFLGKIW. The binding affinity (normalized) is 0.230.